From a dataset of Forward reaction prediction with 1.9M reactions from USPTO patents (1976-2016). Predict the product of the given reaction. (1) Given the reactants C(OC([N:8]1[C:20]2[CH2:19][CH:18]([C:21]([S:27]([C:30]3[CH:35]=[CH:34][CH:33]=[CH:32][CH:31]=3)(=[O:29])=[O:28])([F:26])[C:22](=[O:25])[NH:23][CH3:24])[CH2:17][CH2:16][C:15]=2[C:14]2[C:9]1=[CH:10][CH:11]=[C:12]([Cl:36])[CH:13]=2)=O)(C)(C)C.[H-].[Na+].[CH3:39]I.O, predict the reaction product. The product is: [C:30]1([S:27]([C:21]([CH:18]2[CH2:17][CH2:16][C:15]3[C:14]4[C:9](=[CH:10][CH:11]=[C:12]([Cl:36])[CH:13]=4)[NH:8][C:20]=3[CH2:19]2)([F:26])[C:22]([N:23]([CH3:39])[CH3:24])=[O:25])(=[O:28])=[O:29])[CH:35]=[CH:34][CH:33]=[CH:32][CH:31]=1. (2) The product is: [CH3:55][O:56][C:11]1[CH:12]=[CH:13][C:8]([C:7]([O:20][CH2:21][C@H:22]2[O:26][C@@H:25]([N:27]3[C:36]4[N:35]=[CH:34][N:33]=[C:31]([NH2:32])[C:30]=4[N:29]=[CH:28]3)[C@H:24]([O:37][Si:51]([C:48]([CH3:50])([CH3:49])[CH3:47])([CH3:53])[CH3:52])[CH2:23]2)([C:14]2[CH:19]=[CH:18][CH:17]=[CH:16][CH:15]=2)[C:6]2[CH:38]=[CH:39][C:3]([O:40][CH3:41])=[CH:4][CH:5]=2)=[CH:9][CH:10]=1. Given the reactants CO[C:3]1([O:40][CH3:41])[CH:39]=[CH:38][C:6]([C:7]([O:20][CH2:21][C@H:22]2[O:26][C@@H:25]([N:27]3[C:36]4[N:35]=[CH:34][N:33]=[C:31]([NH2:32])[C:30]=4[N:29]=[CH:28]3)[C@H:24]([OH:37])[CH2:23]2)([C:14]2[CH:19]=[CH:18][CH:17]=[CH:16][CH:15]=2)[C:8]2[CH:13]=[CH:12][CH:11]=[CH:10][CH:9]=2)=[CH:5][CH2:4]1.N1C=CN=C1.[CH3:47][C:48]([Si:51](Cl)([CH3:53])[CH3:52])([CH3:50])[CH3:49].[C:55]([O-])(O)=[O:56].[Na+], predict the reaction product. (3) Given the reactants [CH:1]1([CH2:5][NH:6][C:7]#[N:8])[CH2:4][CH2:3][CH2:2]1.C(=O)([O-])[O-].[Cs+].[Cs+].Br[CH2:16][C:17](=[O:22])[C:18]([CH3:21])([CH3:20])[CH3:19].O, predict the reaction product. The product is: [C:18]([C:17]1[O:22][C:7](=[NH:8])[N:6]([CH2:5][CH:1]2[CH2:4][CH2:3][CH2:2]2)[CH:16]=1)([CH3:21])([CH3:20])[CH3:19]. (4) The product is: [C:34]1([C:32]2[N:31]=[C:30]([C:40]3[CH:41]=[CH:42][CH:43]=[CH:44][CH:45]=3)[N:29]=[C:28]([C:23]3[CH:22]=[C:21]([C:61]4[CH:60]=[CH:59][C:58]([C:53]5[CH:54]=[CH:55][CH:56]=[CH:57][N:52]=5)=[CH:63][CH:62]=4)[CH:26]=[C:25]([C:1]4[C:14]5[C:15]6=[C:16]7[C:11](=[CH:12][CH:13]=5)[CH:10]=[CH:9][CH:8]=[C:7]7[CH:6]=[CH:5][C:4]6=[CH:3][CH:2]=4)[CH:24]=3)[N:33]=2)[CH:39]=[CH:38][CH:37]=[CH:36][CH:35]=1. Given the reactants [C:1]1(B(O)O)[C:14]2[C:15]3=[C:16]4[C:11](=[CH:12][CH:13]=2)[CH:10]=[CH:9][CH:8]=[C:7]4[CH:6]=[CH:5][C:4]3=[CH:3][CH:2]=1.Br[C:21]1[CH:22]=[C:23]([C:28]2[N:33]=[C:32]([C:34]3[CH:39]=[CH:38][CH:37]=[CH:36][CH:35]=3)[N:31]=[C:30]([C:40]3[CH:45]=[CH:44][CH:43]=[CH:42][CH:41]=3)[N:29]=2)[CH:24]=[C:25](Br)[CH:26]=1.C([O-])([O-])=O.[K+].[K+].[N:52]1[CH:57]=[CH:56][CH:55]=[CH:54][C:53]=1[C:58]1[CH:63]=[CH:62][C:61](B(O)O)=[CH:60][CH:59]=1, predict the reaction product. (5) Given the reactants [CH3:1][N:2]1[C:7](=O)[CH2:6][N:5]2[CH:9]=[C:10]([C:12]3[CH:17]=[CH:16][CH:15]=[CH:14][CH:13]=3)[CH:11]=[C:4]2[CH2:3]1.[Cl-].[NH4+], predict the reaction product. The product is: [CH3:1][N:2]1[CH2:7][CH2:6][N:5]2[CH:9]=[C:10]([C:12]3[CH:13]=[CH:14][CH:15]=[CH:16][CH:17]=3)[CH:11]=[C:4]2[CH2:3]1.